From a dataset of Full USPTO retrosynthesis dataset with 1.9M reactions from patents (1976-2016). Predict the reactants needed to synthesize the given product. (1) Given the product [C:9]1([S:8][C:9]2[CH:10]=[CH:11][CH:12]=[CH:13][CH:14]=2)[CH:14]=[CH:13][CH:12]=[CH:11][CH:10]=1, predict the reactants needed to synthesize it. The reactants are: [C:9]1([S:8][S:8][C:9]2[CH:14]=[CH:13][CH:12]=[CH:11][CH:10]=2)[CH:14]=[CH:13][CH:12]=[CH:11][CH:10]=1.[BH4-].[Na+]. (2) Given the product [Cl:1][C:2]1[CH:3]=[CH:4][C:5]([CH3:26])=[C:6]([C@H:8]([O:22][CH2:23][CH2:24][O:25][S:35]([CH3:34])(=[O:37])=[O:36])[C@@H:9]2[CH2:14][CH2:13][CH2:12][N:11]([C:15]([O:17][C:18]([CH3:20])([CH3:21])[CH3:19])=[O:16])[CH2:10]2)[CH:7]=1, predict the reactants needed to synthesize it. The reactants are: [Cl:1][C:2]1[CH:3]=[CH:4][C:5]([CH3:26])=[C:6]([C@H:8]([O:22][CH2:23][CH2:24][OH:25])[C@@H:9]2[CH2:14][CH2:13][CH2:12][N:11]([C:15]([O:17][C:18]([CH3:21])([CH3:20])[CH3:19])=[O:16])[CH2:10]2)[CH:7]=1.CCN(CC)CC.[CH3:34][S:35](Cl)(=[O:37])=[O:36].